Dataset: Reaction yield outcomes from USPTO patents with 853,638 reactions. Task: Predict the reaction yield, written as a fraction of the theoretical maximum amount of product (1.0 means a 100% yield; for example, 0.34 means a 34% yield). (1) The reactants are [N+:1]([C:4]1[CH:9]=[CH:8][C:7]([NH2:10])=[C:6]([NH2:11])[CH:5]=1)([O-:3])=[O:2].C(Cl)(Cl)Cl.[CH3:16][C:17]([CH3:22])([CH3:21])[C:18](O)=O. No catalyst specified. The product is [C:17]([C:22]1[NH:11][C:6]2[CH:5]=[C:4]([N+:1]([O-:3])=[O:2])[CH:9]=[CH:8][C:7]=2[N:10]=1)([CH3:21])([CH3:18])[CH3:16]. The yield is 0.770. (2) The reactants are [CH3:1][NH:2][CH2:3][CH2:4][O:5][C:6]1[CH:7]=[CH:8][C:9]2[C:13]([C:14]3[CH:19]=[CH:18][C:17]([C:20]([F:23])([F:22])[F:21])=[CH:16][CH:15]=3)=[C:12]([CH3:24])[S:11][C:10]=2[CH:25]=1.Cl[C:27]1[CH:32]=[CH:31][N:30]=[C:29]([CH3:33])[N:28]=1.C(N(C(C)C)C(C)C)C. The catalyst is CN(C)C=O. The product is [CH3:1][N:2]([C:27]1[CH:32]=[CH:31][N:30]=[C:29]([CH3:33])[N:28]=1)[CH2:3][CH2:4][O:5][C:6]1[CH:7]=[CH:8][C:9]2[C:13]([C:14]3[CH:15]=[CH:16][C:17]([C:20]([F:21])([F:22])[F:23])=[CH:18][CH:19]=3)=[C:12]([CH3:24])[S:11][C:10]=2[CH:25]=1. The yield is 0.745. (3) The reactants are [CH2:1]([O:4][CH2:5][CH2:6][O:7][CH2:8][CH2:9][O:10][C:11]1[CH:16]=[CH:15][C:14]([NH:17][C:18]([NH:20][NH:21][C:22]([O:24]CC)=O)=[O:19])=[CH:13][CH:12]=1)[C:2]#[CH:3].C([O-])([O-])=O.[K+].[K+].Cl.O1CCOCC1. The catalyst is CO. The product is [CH2:1]([O:4][CH2:5][CH2:6][O:7][CH2:8][CH2:9][O:10][C:11]1[CH:12]=[CH:13][C:14]([N:17]2[C:18](=[O:19])[NH:20][NH:21][C:22]2=[O:24])=[CH:15][CH:16]=1)[C:2]#[CH:3]. The yield is 0.280.